This data is from Full USPTO retrosynthesis dataset with 1.9M reactions from patents (1976-2016). The task is: Predict the reactants needed to synthesize the given product. (1) Given the product [CH:18]1([C:2]2[CH:15]=[CH:14][CH:13]=[C:12]([F:16])[C:3]=2[O:4][Si:5]([C:8]([CH3:11])([CH3:10])[CH3:9])([CH3:7])[CH3:6])[CH2:21][CH2:20][CH2:19]1, predict the reactants needed to synthesize it. The reactants are: Br[C:2]1[CH:15]=[CH:14][CH:13]=[C:12]([F:16])[C:3]=1[O:4][Si:5]([C:8]([CH3:11])([CH3:10])[CH3:9])([CH3:7])[CH3:6].[Br-].[CH:18]1([Zn+])[CH2:21][CH2:20][CH2:19]1. (2) The reactants are: [C@H:1]12[O:6][C@H:5]1[CH2:4][CH2:3][C@@H:2]2[N:7]([S:15]([C:18]1[CH:23]=[CH:22][CH:21]=[CH:20][C:19]=1[N+:24]([O-:26])=[O:25])(=[O:17])=[O:16])[C:8](=[O:14])[O:9]C(C)(C)C. Given the product [OH:6][C@H:5]1[C@H:1]2[C@H:2]([N:7]([S:15]([C:18]3[CH:23]=[CH:22][CH:21]=[CH:20][C:19]=3[N+:24]([O-:26])=[O:25])(=[O:16])=[O:17])[C:8](=[O:14])[O:9]2)[CH2:3][CH2:4]1, predict the reactants needed to synthesize it. (3) Given the product [OH:24][CH2:23][C@@H:19]([NH:18][C:16]([C:7]1([CH2:25][CH2:26][CH2:27][C:28]2[CH:29]=[CH:30][CH:31]=[CH:32][CH:33]=2)[CH2:6][C:5]2[C:4]3[C:12](=[CH:13][CH:14]=[CH:2][CH:3]=3)[NH:11][C:10]=2[CH2:9][CH2:8]1)=[O:17])[CH:20]([CH3:22])[CH3:21], predict the reactants needed to synthesize it. The reactants are: Cl[C:2]1[CH:3]=[C:4]2[C:12](=[C:13](Cl)[CH:14]=1)[NH:11][C:10]1[CH2:9][CH2:8][C:7]([CH2:25][CH2:26][CH2:27][C:28]3[CH:33]=[CH:32][CH:31]=[CH:30][CH:29]=3)([C:16]([NH:18][C@H:19]([CH2:23][OH:24])[CH:20]([CH3:22])[CH3:21])=[O:17])[CH2:6][C:5]2=1.ClC1C=C(Cl)C=CC=1NN.